This data is from Reaction yield outcomes from USPTO patents with 853,638 reactions. The task is: Predict the reaction yield, written as a fraction of the theoretical maximum amount of product (1.0 means a 100% yield; for example, 0.34 means a 34% yield). (1) The reactants are [CH3:1][C:2]1[C:16](=[O:17])[N:15]=[C:14]2[N:4]([C@@H:5]3[O:9][C@H:8]([CH2:10][OH:11])[C@@H:7]([OH:12])[C@@H:6]3[O:13]2)[CH:3]=1.[CH3:18][O:19][CH2:20][CH2:21][O:22]B([O:22][CH2:21][CH2:20][O:19][CH3:18])[O:22][CH2:21][CH2:20][O:19][CH3:18]. The catalyst is COCCO. The product is [CH3:18][O:19][CH2:20][CH2:21][O:22][C@@H:6]1[C@H:7]([OH:12])[C@@H:8]([CH2:10][OH:11])[O:9][C@H:5]1[N:4]1[CH:3]=[C:2]([CH3:1])[C:16](=[O:17])[NH:15][C:14]1=[O:13]. The yield is 0.630. (2) The reactants are [Si]([O:8][C@H:9]([CH3:35])[CH2:10][O:11][NH:12][C:13]([C:15]1[C:16]2[CH2:34][CH2:33][CH2:32][C:17]=2[C:18](=[O:31])[N:19]([CH3:30])[C:20]=1[NH:21][C:22]1[CH:27]=[CH:26][C:25]([I:28])=[CH:24][C:23]=1[F:29])=[O:14])(C(C)(C)C)(C)C.CCCC[N+](CCCC)(CCCC)CCCC.[F-]. The catalyst is C1COCC1. The product is [F:29][C:23]1[CH:24]=[C:25]([I:28])[CH:26]=[CH:27][C:22]=1[NH:21][C:20]1[N:19]([CH3:30])[C:18](=[O:31])[C:17]2[CH2:32][CH2:33][CH2:34][C:16]=2[C:15]=1[C:13]([NH:12][O:11][CH2:10][C@H:9]([OH:8])[CH3:35])=[O:14]. The yield is 0.250. (3) The reactants are [CH:1]([C:3]1[CH:4]=[CH:5][C:6]([NH:9][C:10](=[O:15])[C:11]([CH3:14])([CH3:13])[CH3:12])=[N:7][CH:8]=1)=[CH2:2]. The catalyst is CCO.[Pd]. The product is [CH2:1]([C:3]1[CH:4]=[CH:5][C:6]([NH:9][C:10](=[O:15])[C:11]([CH3:14])([CH3:13])[CH3:12])=[N:7][CH:8]=1)[CH3:2]. The yield is 0.950. (4) The reactants are C(OC([C@H:11]1[C:24](=[O:25])[N:23]([CH:26]2[CH2:30][CH2:29][N:28]([C:31]([O:33][C:34]([CH3:37])([CH3:36])[CH3:35])=[O:32])[CH2:27]2)[CH2:22][C:14]2[C:15]3[CH:16]=[N:17][NH:18][C:19]=3[CH:20]=[CH:21][C:13]=2[CH2:12]1)=O)C1C=CC=CC=1.[H][H].C(N(CC)CC)C.C1C(=O)[N:51](OC(ON2C(=O)CCC2=O)=O)[C:49](=[O:50])C1.C(O)(=O)C.[NH:69]1[CH2:74][CH2:73][CH:72]([N:75]2[CH2:84][C:83]3[C:78](=[CH:79][CH:80]=[CH:81][CH:82]=3)[NH:77][C:76]2=[O:85])[CH2:71][CH2:70]1. The catalyst is CO.[Pd].ClCCl.C(O)(=O)C. The product is [O:25]=[C:24]1[N:23]([CH:26]2[CH2:30][CH2:29][N:28]([C:31]([O:33][C:34]([CH3:37])([CH3:35])[CH3:36])=[O:32])[CH2:27]2)[CH2:22][C:14]2[C:15]3[CH:16]=[N:17][NH:18][C:19]=3[CH:20]=[CH:21][C:13]=2[CH2:12][C@H:11]1[NH:51][C:49]([N:69]1[CH2:70][CH2:71][CH:72]([N:75]2[CH2:84][C:83]3[C:78](=[CH:79][CH:80]=[CH:81][CH:82]=3)[NH:77][C:76]2=[O:85])[CH2:73][CH2:74]1)=[O:50]. The yield is 0.240. (5) The reactants are [Br:1][C:2]1[N:7]=[C:6]([NH2:8])[CH:5]=[CH:4][C:3]=1[N+:9]([O-:11])=[O:10].CCN(CC)CC.Cl[C:20]([O:22][CH3:23])=[O:21]. The catalyst is CN(C1C=CN=CC=1)C.C(Cl)Cl.O. The product is [Br:1][C:2]1[N:7]=[C:6]([NH:8][C:20](=[O:21])[O:22][CH3:23])[CH:5]=[CH:4][C:3]=1[N+:9]([O-:11])=[O:10]. The yield is 0.820. (6) The reactants are [CH2:1]([OH:8])[C:2]1[CH:7]=[CH:6][CH:5]=[CH:4][CH:3]=1.[H-].[Na+].F[C:12]1[CH:21]=[C:20]2[C:15]([C:16](=[O:22])[NH:17][CH:18]=[N:19]2)=[CH:14][CH:13]=1. The catalyst is CN(C)C=O. The product is [CH2:1]([O:8][C:12]1[CH:21]=[C:20]2[C:15]([C:16](=[O:22])[NH:17][CH:18]=[N:19]2)=[CH:14][CH:13]=1)[C:2]1[CH:7]=[CH:6][CH:5]=[CH:4][CH:3]=1. The yield is 0.930. (7) The reactants are FC(F)(F)C(O)=O.[NH2:8][C:9]1[CH:14]=[CH:13][C:12]([CH:15]2[CH2:20][N:19]([CH3:21])[C:18](=[O:22])[N:17]([CH3:23])[CH2:16]2)=[CH:11][C:10]=1Br.[C:25]1(B(O)O)[CH2:30][CH2:29][CH2:28][CH2:27][CH:26]=1. No catalyst specified. The product is [NH2:8][C:9]1[CH:14]=[CH:13][C:12]([CH:15]2[CH2:20][N:19]([CH3:21])[C:18](=[O:22])[N:17]([CH3:23])[CH2:16]2)=[CH:11][C:10]=1[C:25]1[CH2:30][CH2:29][CH2:28][CH2:27][CH:26]=1. The yield is 0.380.